Dataset: hERG potassium channel inhibition data for cardiac toxicity prediction from Karim et al.. Task: Regression/Classification. Given a drug SMILES string, predict its toxicity properties. Task type varies by dataset: regression for continuous values (e.g., LD50, hERG inhibition percentage) or binary classification for toxic/non-toxic outcomes (e.g., AMES mutagenicity, cardiotoxicity, hepatotoxicity). Dataset: herg_karim. (1) The molecule is CN1[C@H]2CC[C@@H]1CC(OC(=O)c1cc(Cl)cc(Cl)c1)C2. The result is 1 (blocker). (2) The compound is COc1ccc(CC[NH+](C)CCCN(C(=O)c2ccc([N+](=O)[O-])cc2)c2ccc(OC)c(OC)c2)cc1OC. The result is 1 (blocker). (3) The molecule is C[C@]12CC[C@@H]3[C@@H](C=CC4=CC(=O)CC[C@@]43C)[C@H]1CC[C@@]2(O)CCC(=O)O. The result is 0 (non-blocker). (4) The drug is Cc1cc(C)n(-c2cc(NC(=O)Cc3ccc(S(C)(=O)=O)cc3)nc(-c3ccccn3)n2)n1. The result is 1 (blocker).